The task is: Regression/Classification. Given a drug SMILES string, predict its absorption, distribution, metabolism, or excretion properties. Task type varies by dataset: regression for continuous measurements (e.g., permeability, clearance, half-life) or binary classification for categorical outcomes (e.g., BBB penetration, CYP inhibition). Dataset: cyp1a2_veith.. This data is from CYP1A2 inhibition data for predicting drug metabolism from PubChem BioAssay. (1) The molecule is CN(C)CCN1C(=O)C(O)=C(C(=O)c2cc3ccccc3o2)C1c1ccccn1. The result is 0 (non-inhibitor). (2) The drug is CS(=O)(=O)Nc1ccc([N+](=O)[O-])cc1OC1CCCCC1. The result is 1 (inhibitor). (3) The drug is O=c1cnc2cnc(Oc3cccc(Cl)c3)nc2n1Cc1ccc(F)cc1. The result is 1 (inhibitor).